This data is from Forward reaction prediction with 1.9M reactions from USPTO patents (1976-2016). The task is: Predict the product of the given reaction. The product is: [NH2:1][CH2:2][CH2:3][CH2:4][CH2:5][CH2:6][CH2:7][CH2:8][CH2:9][CH2:10][CH2:11][C:12]([O-:14])=[O:13].[CH3:16][N+:17]([CH3:20])([CH3:19])[CH3:18]. Given the reactants [NH2:1][CH2:2][CH2:3][CH2:4][CH2:5][CH2:6][CH2:7][CH2:8][CH2:9][CH2:10][CH2:11][C:12]([OH:14])=[O:13].[OH-].[CH3:16][N+:17]([CH3:20])([CH3:19])[CH3:18], predict the reaction product.